From a dataset of Full USPTO retrosynthesis dataset with 1.9M reactions from patents (1976-2016). Predict the reactants needed to synthesize the given product. Given the product [Cl:29][C:30]1[CH:31]=[C:32]([S:36]([NH:20][CH2:19][CH2:18][CH2:17][N:8]2[C:9]3[CH:16]=[CH:15][CH:14]=[CH:13][C:10]=3[CH2:11][CH2:12][C:6]3[CH:5]=[CH:4][C:3]([Cl:2])=[CH:21][C:7]2=3)(=[O:38])=[O:37])[S:33][C:34]=1[Cl:35], predict the reactants needed to synthesize it. The reactants are: Cl.[Cl:2][C:3]1[CH:4]=[CH:5][C:6]2[CH2:12][CH2:11][C:10]3[CH:13]=[CH:14][CH:15]=[CH:16][C:9]=3[N:8]([CH2:17][CH2:18][CH2:19][NH2:20])[C:7]=2[CH:21]=1.C(N(CC)CC)C.[Cl:29][C:30]1[CH:31]=[C:32]([S:36](Cl)(=[O:38])=[O:37])[S:33][C:34]=1[Cl:35].